Dataset: Full USPTO retrosynthesis dataset with 1.9M reactions from patents (1976-2016). Task: Predict the reactants needed to synthesize the given product. (1) Given the product [F:42][C:43]1[CH:48]=[CH:47][C:46]([C:2]2[N:7]=[C:6]([C:8]3[C:16]4[C:11](=[CH:12][CH:13]=[C:14]([C:17]5[O:21][C:20]([NH:22][CH2:23][C:24]6[CH:25]=[CH:26][C:27]([O:30][CH3:31])=[CH:28][CH:29]=6)=[N:19][N:18]=5)[CH:15]=4)[N:10]([S:32]([C:35]4[CH:36]=[CH:37][C:38]([CH3:39])=[CH:40][CH:41]=4)(=[O:34])=[O:33])[CH:9]=3)[CH:5]=[N:4][CH:3]=2)=[CH:45][CH:44]=1, predict the reactants needed to synthesize it. The reactants are: Cl[C:2]1[N:7]=[C:6]([C:8]2[C:16]3[C:11](=[CH:12][CH:13]=[C:14]([C:17]4[O:21][C:20]([NH:22][CH2:23][C:24]5[CH:29]=[CH:28][C:27]([O:30][CH3:31])=[CH:26][CH:25]=5)=[N:19][N:18]=4)[CH:15]=3)[N:10]([S:32]([C:35]3[CH:41]=[CH:40][C:38]([CH3:39])=[CH:37][CH:36]=3)(=[O:34])=[O:33])[CH:9]=2)[CH:5]=[N:4][CH:3]=1.[F:42][C:43]1[CH:48]=[CH:47][C:46](B(O)O)=[CH:45][CH:44]=1.C([O-])([O-])=O.[K+].[K+]. (2) Given the product [OH:2][C:3]1[CH:11]=[C:10]2[C:6]([C:7]([C:14]([NH:16][CH2:17][CH2:18][CH2:19][N:20]3[CH2:21][CH2:22][O:23][CH2:24][CH2:25]3)=[O:15])=[C:8]([CH3:13])[N:9]2[CH3:12])=[CH:5][CH:4]=1, predict the reactants needed to synthesize it. The reactants are: C[O:2][C:3]1[CH:11]=[C:10]2[C:6]([C:7]([C:14]([NH:16][CH2:17][CH2:18][CH2:19][N:20]3[CH2:25][CH2:24][O:23][CH2:22][CH2:21]3)=[O:15])=[C:8]([CH3:13])[N:9]2[CH3:12])=[CH:5][CH:4]=1.B(Br)(Br)Br.C(Cl)Cl. (3) Given the product [OH:18][CH2:17][C@@H:12]1[C@@H:11]([NH:10][C:8](=[O:9])[O:7][C:3]([CH3:5])([CH3:4])[CH3:6])[CH2:16][CH2:15][O:14][CH2:13]1, predict the reactants needed to synthesize it. The reactants are: [Li+].[BH4-].[C:3]([O:7][C:8]([NH:10][C@H:11]1[CH2:16][CH2:15][O:14][CH2:13][C@@H:12]1[C:17](OCC)=[O:18])=[O:9])([CH3:6])([CH3:5])[CH3:4]. (4) The reactants are: [NH2:1][C:2]1[CH:3]=[C:4]2[C:8](=[CH:9][CH:10]=1)[N:7]([CH2:11][CH2:12][F:13])[C:6](=[O:14])[CH2:5]2.[C:15]([O:19][C:20](=[O:26])[NH:21][CH2:22][C@H:23]1[CH2:25][O:24]1)([CH3:18])([CH3:17])[CH3:16].FC(F)(F)S([O-])(=O)=O.[Li+]. Given the product [C:15]([O:19][C:20](=[O:26])[NH:21][CH2:22][C@H:23]([OH:24])[CH2:25][NH:1][C:2]1[CH:3]=[C:4]2[C:8](=[CH:9][CH:10]=1)[N:7]([CH2:11][CH2:12][F:13])[C:6](=[O:14])[CH2:5]2)([CH3:17])([CH3:16])[CH3:18], predict the reactants needed to synthesize it.